Dataset: Drug-target binding data from BindingDB using IC50 measurements. Task: Regression. Given a target protein amino acid sequence and a drug SMILES string, predict the binding affinity score between them. We predict pIC50 (pIC50 = -log10(IC50 in M); higher means more potent). Dataset: bindingdb_ic50. (1) The drug is CC(C)(CO)NCc1coc2cccc(OCC3CCCCC3)c2c1=O. The target protein (P04401) has sequence MRRMLLHLSVLTLSCVWATAMEIPMSTVVKETLTQLSAHRALLTSNETMRLPVPTHKNHQLCIGEIFQGLDILKNQTVRGGTVEMLFQNLSLIKKYIDRQKEKCGEERRRTRQFLDYLQEFLGVMSTEWAMEG. The pIC50 is 4.6. (2) The pIC50 is 7.5. The small molecule is COC(=O)c1ccc(C(C/C=C/c2ccccc2)(Cc2ccc(C(F)(F)P(=O)(O)O)cc2)n2nnc3ccccc32)cc1. The target protein sequence is MEMEKEFEQIDKSGSWAAIYQDIRHEASDFPCRVAKLPKNKNRNRYRDVSPFDHSRIKLHQEDNDYINASLIKMEEAQRSYILTQGPLPNTCGHFWEMVWEQKSRGVVMLNRVMEKESLKCAQYWPQKEEKEMIFEDTNLKLTLISEDIKSYYTVRQLELENLTTQETREILHFHYTTWPDFGVPESPASFLNFLFKVRESGSLSPEHGPVVVHCSAGIGRSGTFCLADTCLLLMDKRKDPSSVDIKKVLLEMRKFRMGLIQTADQLRFSYLAVIEGAKFIMGDSSVQDQWKELSHED.